Task: Predict the product of the given reaction.. Dataset: Forward reaction prediction with 1.9M reactions from USPTO patents (1976-2016) Given the reactants [NH2:1][C:2]1[CH:9]=[C:8]([O:10][CH3:11])[C:7]([O:12][CH3:13])=[CH:6][C:3]=1[CH:4]=O.[C:14](OC)(=[O:20])[CH2:15][C:16]([O:18][CH3:19])=[O:17].N1CCCCC1.C(O)(=O)C, predict the reaction product. The product is: [CH3:19][O:18][C:16]([C:15]1[C:14](=[O:20])[NH:1][C:2]2[C:3]([CH:4]=1)=[CH:6][C:7]([O:12][CH3:13])=[C:8]([O:10][CH3:11])[CH:9]=2)=[O:17].